Dataset: Peptide-MHC class II binding affinity with 134,281 pairs from IEDB. Task: Regression. Given a peptide amino acid sequence and an MHC pseudo amino acid sequence, predict their binding affinity value. This is MHC class II binding data. (1) The peptide sequence is HPDYAILAARIAVSN. The binding affinity (normalized) is 0.366. The MHC is HLA-DQA10501-DQB10201 with pseudo-sequence HLA-DQA10501-DQB10201. (2) The peptide sequence is AGRFEVHAQTVEDEA. The MHC is DRB1_0101 with pseudo-sequence DRB1_0101. The binding affinity (normalized) is 0.435. (3) The peptide sequence is YDKFLAVVSTVLTGK. The MHC is DRB1_0802 with pseudo-sequence DRB1_0802. The binding affinity (normalized) is 0.776. (4) The peptide sequence is WLDAKSTWYGKPTGA. The MHC is DRB1_0301 with pseudo-sequence DRB1_0301. The binding affinity (normalized) is 0.0129. (5) The peptide sequence is EKKYFAATQFDPLAA. The MHC is HLA-DPA10103-DPB10401 with pseudo-sequence HLA-DPA10103-DPB10401. The binding affinity (normalized) is 0.894. (6) The peptide sequence is FGHDGTVWAQSADFP. The MHC is HLA-DQA10501-DQB10201 with pseudo-sequence HLA-DQA10501-DQB10201. The binding affinity (normalized) is 0.627. (7) The peptide sequence is GSCVYNMMGKREKKLGE. The MHC is DRB5_0101 with pseudo-sequence DRB5_0101. The binding affinity (normalized) is 0.703. (8) The MHC is DRB1_0401 with pseudo-sequence DRB1_0401. The peptide sequence is AHTFIMIGSNASDRM. The binding affinity (normalized) is 0.940.